From a dataset of Full USPTO retrosynthesis dataset with 1.9M reactions from patents (1976-2016). Predict the reactants needed to synthesize the given product. (1) The reactants are: C(OC([N:8]1[CH2:13][CH2:12][N:11]([CH2:14][C:15]2[CH:39]=[CH:38][C:18]3[NH:19][C:20]([C:22]4[C:26]([NH:27][C:28](=[O:37])[C:29]5[C:34]([F:35])=[CH:33][CH:32]=[CH:31][C:30]=5[F:36])=[CH:25][NH:24][N:23]=4)=[N:21][C:17]=3[CH:16]=2)[CH2:10][CH2:9]1)=O)(C)(C)C.Cl.CCOC(C)=O. Given the product [F:35][C:34]1[CH:33]=[CH:32][CH:31]=[C:30]([F:36])[C:29]=1[C:28]([NH:27][C:26]1[C:22]([C:20]2[NH:19][C:18]3[CH:38]=[CH:39][C:15]([CH2:14][N:11]4[CH2:10][CH2:9][NH:8][CH2:13][CH2:12]4)=[CH:16][C:17]=3[N:21]=2)=[N:23][NH:24][CH:25]=1)=[O:37], predict the reactants needed to synthesize it. (2) Given the product [C:20]([N:3]([CH2:1][CH3:2])[S:4]([C:7]1[CH:12]=[CH:11][CH:10]=[C:9]([CH3:13])[C:8]=1[C:14]#[N:15])(=[O:6])=[O:5])(=[O:22])[CH3:21], predict the reactants needed to synthesize it. The reactants are: [CH2:1]([NH:3][S:4]([C:7]1[CH:12]=[CH:11][CH:10]=[C:9]([CH3:13])[C:8]=1[C:14]#[N:15])(=[O:6])=[O:5])[CH3:2].C(O[C:20](=[O:22])[CH3:21])(=O)C. (3) Given the product [CH3:1][O:2][C:3]1[C:11]([O:12][CH3:13])=[C:10]([O:14][CH3:15])[CH:9]=[CH:8][C:4]=1[C:5]([NH:61][CH2:62][CH2:63][C:64]1[N:68]=[C:67]([C:69]([O:71][CH2:72][CH3:73])=[O:70])[NH:66][N:65]=1)=[O:7], predict the reactants needed to synthesize it. The reactants are: [CH3:1][O:2][C:3]1[C:11]([O:12][CH3:13])=[C:10]([O:14][CH3:15])[CH:9]=[CH:8][C:4]=1[C:5]([OH:7])=O.C[NH3+].F[P-](F)(F)(F)(F)F.N1(OC(N(C)C)=[N+](C)C)C2N=CC=CC=2N=N1.F[P-](F)(F)(F)(F)F.C(N(C(C)C)CC)(C)C.C(O)=O.[NH2:61][CH2:62][CH2:63][C:64]1[N:68]=[C:67]([C:69]([O:71][CH2:72][CH3:73])=[O:70])[NH:66][N:65]=1. (4) Given the product [CH2:39]([C:38]1[S:37][C:36]2[CH:46]=[CH:47][CH:48]=[CH:49][C:35]=2[C:34]=1[C:31]1[CH:32]=[CH:33][C:28]([C:24]2[CH:23]=[C:22]([Br:50])[C:21]([O:20][C@@H:6]([C:5]([OH:4])=[O:51])[CH2:7][CH2:8][NH:9][C:10](=[O:19])[C:11]3[C:16](=[CH:15][CH:14]=[CH:13][CH:12]=3)[C:17]([OH:1])=[O:18])=[C:26]([Br:27])[CH:25]=2)=[CH:29][CH:30]=1)[C:40]1[CH:41]=[CH:42][CH:43]=[CH:44][CH:45]=1, predict the reactants needed to synthesize it. The reactants are: [OH-:1].[Na+].C[O:4][C:5](=[O:51])[C@H:6]([O:20][C:21]1[C:26]([Br:27])=[CH:25][C:24]([C:28]2[CH:33]=[CH:32][C:31]([C:34]3[C:35]4[CH:49]=[CH:48][CH:47]=[CH:46][C:36]=4[S:37][C:38]=3[CH2:39][C:40]3[CH:45]=[CH:44][CH:43]=[CH:42][CH:41]=3)=[CH:30][CH:29]=2)=[CH:23][C:22]=1[Br:50])[CH2:7][CH2:8][N:9]1[C:17](=[O:18])[C:16]2[C:11](=[CH:12][CH:13]=[CH:14][CH:15]=2)[C:10]1=[O:19].CO.Cl. (5) Given the product [Br:1][C:2]1[C:3]([NH2:26])=[C:4]([C:18]2[CH:19]=[C:20]([CH3:25])[CH:21]=[C:22]([CH3:24])[CH:23]=2)[CH:5]=[C:6]([C:8]2[O:9][C:10]3[CH:16]=[CH:15][C:14]([CH3:17])=[CH:13][C:11]=3[N:12]=2)[CH:7]=1, predict the reactants needed to synthesize it. The reactants are: [Br:1][C:2]1[C:3]([NH:26]C(=O)C(F)(F)F)=[C:4]([C:18]2[CH:23]=[C:22]([CH3:24])[CH:21]=[C:20]([CH3:25])[CH:19]=2)[CH:5]=[C:6]([C:8]2[O:9][C:10]3[CH:16]=[CH:15][C:14]([CH3:17])=[CH:13][C:11]=3[N:12]=2)[CH:7]=1.C([O-])([O-])=O.[K+].[K+].O. (6) Given the product [Cl:21][C:22]1[CH:28]=[C:27]([CH3:29])[C:25]([NH:26][C:2]2[N:6]([CH3:7])[C:5]3[C:8]([CH:16]([CH2:19][CH3:20])[CH2:17][CH3:18])=[CH:9][CH:10]=[C:11]([C:12]([F:13])([F:14])[F:15])[C:4]=3[N:3]=2)=[C:24]([O:30][CH3:31])[CH:23]=1, predict the reactants needed to synthesize it. The reactants are: Cl[C:2]1[N:6]([CH3:7])[C:5]2[C:8]([CH:16]([CH2:19][CH3:20])[CH2:17][CH3:18])=[CH:9][CH:10]=[C:11]([C:12]([F:15])([F:14])[F:13])[C:4]=2[N:3]=1.[Cl:21][C:22]1[CH:28]=[C:27]([CH3:29])[C:25]([NH2:26])=[C:24]([O:30][CH3:31])[CH:23]=1.C(=O)(O)[O-].[Na+]. (7) Given the product [C:1]([C:5]1[S:9][C:8]([C:10]([NH:12][C@@H:13]([CH2:24][C:25]2[CH:30]=[CH:29][C:28]([C:31]3[N:36]=[CH:35][C:34]([C:37]4[CH:42]=[CH:41][C:40]([O:43][CH2:44][CH2:45][CH2:46][CH2:47][CH2:48][CH2:49][CH3:50])=[CH:39][CH:38]=4)=[CH:33][N:32]=3)=[CH:27][CH:26]=2)[C:14]([N:16]2[CH2:19][CH:18]([C:20]([OH:22])=[O:21])[CH2:17]2)=[O:15])=[O:11])=[CH:7][CH:6]=1)([CH3:4])([CH3:3])[CH3:2], predict the reactants needed to synthesize it. The reactants are: [C:1]([C:5]1[S:9][C:8]([C:10]([NH:12][C@@H:13]([CH2:24][C:25]2[CH:30]=[CH:29][C:28]([C:31]3[N:36]=[CH:35][C:34]([C:37]4[CH:42]=[CH:41][C:40]([O:43][CH2:44][CH2:45][CH2:46][CH2:47][CH2:48][CH2:49][CH3:50])=[CH:39][CH:38]=4)=[CH:33][N:32]=3)=[CH:27][CH:26]=2)[C:14]([N:16]2[CH2:19][CH:18]([C:20]([O:22]C)=[O:21])[CH2:17]2)=[O:15])=[O:11])=[CH:7][CH:6]=1)([CH3:4])([CH3:3])[CH3:2].S(=O)(=O)(O)O. (8) Given the product [CH3:19][C:12]([NH:11][C:9](=[O:10])[O:8][CH2:1][C:2]1[CH:3]=[CH:4][CH:5]=[CH:6][CH:7]=1)([CH3:18])[CH:13]=[O:14], predict the reactants needed to synthesize it. The reactants are: [CH2:1]([O:8][C:9]([NH:11][C:12]([CH3:19])([CH3:18])[C:13](OCC)=[O:14])=[O:10])[C:2]1[CH:7]=[CH:6][CH:5]=[CH:4][CH:3]=1.[H-].C([Al+]CC(C)C)C(C)C.[Cr](O[Cr]([O-])(=O)=O)([O-])(=O)=O.[NH+]1C=CC=CC=1.[NH+]1C=CC=CC=1.